From a dataset of Full USPTO retrosynthesis dataset with 1.9M reactions from patents (1976-2016). Predict the reactants needed to synthesize the given product. (1) The reactants are: [NH2:1][C:2]1[C:3]([NH:23][CH3:24])=[N:4][C:5]([NH:8][C:9]2[CH:14]=[CH:13][C:12]([O:15][CH2:16][CH2:17][N:18]([CH2:21][CH3:22])[CH2:19][CH3:20])=[CH:11][CH:10]=2)=[N:6][CH:7]=1.[Cl:25][C:26]1[CH:27]=[N:28][CH:29]=[C:30]([Cl:39])[C:31]=1[C:32](=O)[C:33]([O:35]CC)=O.CC(O)=O. Given the product [Cl:39][C:30]1[CH:29]=[N:28][CH:27]=[C:26]([Cl:25])[C:31]=1[C:32]1[C:33](=[O:35])[N:23]([CH3:24])[C:3]2[N:4]=[C:5]([NH:8][C:9]3[CH:14]=[CH:13][C:12]([O:15][CH2:16][CH2:17][N:18]([CH2:19][CH3:20])[CH2:21][CH3:22])=[CH:11][CH:10]=3)[N:6]=[CH:7][C:2]=2[N:1]=1, predict the reactants needed to synthesize it. (2) Given the product [N:31]1([C:26]([N:17]2[CH2:16][CH2:15][C:12]3([C:11](=[O:20])[N:10]([C:7]4[CH:8]=[CH:9][C:4]([O:3][C:2]([F:1])([F:21])[F:22])=[CH:5][CH:6]=4)[CH2:14][CH2:13]3)[CH2:19][CH2:18]2)=[O:25])[CH2:37][CH2:36][CH2:35][CH2:34][CH2:33][CH2:32]1, predict the reactants needed to synthesize it. The reactants are: [F:1][C:2]([F:22])([F:21])[O:3][C:4]1[CH:9]=[CH:8][C:7]([N:10]2[CH2:14][CH2:13][C:12]3([CH2:19][CH2:18][NH:17][CH2:16][CH2:15]3)[C:11]2=[O:20])=[CH:6][CH:5]=1.O=C(Cl)[O:25][C:26](Cl)(Cl)Cl.[NH:31]1[CH2:37][CH2:36][CH2:35][CH2:34][CH2:33][CH2:32]1. (3) Given the product [F:1][C:2]([F:13])([F:12])[C:3]1[CH:4]=[CH:5][C:6]([I:11])=[C:7]([CH2:8][C:14]#[N:15])[CH:10]=1, predict the reactants needed to synthesize it. The reactants are: [F:1][C:2]([F:13])([F:12])[C:3]1[CH:4]=[CH:5][C:6]([I:11])=[C:7]([CH:10]=1)[CH2:8]Br.[C-:14]#[N:15].[Na+]. (4) The reactants are: F[C:2]1[CH:7]=[CH:6][C:5]([N+:8]([O-:10])=[O:9])=[CH:4][CH:3]=1.CCN(C(C)C)C(C)C.[CH:20]([N:23]1[CH2:28][CH2:27][NH:26][CH2:25][CH2:24]1)([CH3:22])[CH3:21]. Given the product [CH:20]([N:23]1[CH2:28][CH2:27][N:26]([C:2]2[CH:7]=[CH:6][C:5]([N+:8]([O-:10])=[O:9])=[CH:4][CH:3]=2)[CH2:25][CH2:24]1)([CH3:22])[CH3:21], predict the reactants needed to synthesize it. (5) Given the product [F:16][C:17]1[CH:18]=[C:19]([C:23]2[CH:28]=[CH:27][CH:26]=[CH:25][C:24]=2[C:29]([N:12]2[CH2:13][CH:14]3[CH:10]([CH2:9][N:8]([C:4]4[N:3]=[C:2]([CH3:1])[CH:7]=[CH:6][N:5]=4)[CH2:15]3)[CH2:11]2)=[O:30])[CH:20]=[CH:21][CH:22]=1, predict the reactants needed to synthesize it. The reactants are: [CH3:1][C:2]1[CH:7]=[CH:6][N:5]=[C:4]([N:8]2[CH2:15][CH:14]3[CH:10]([CH2:11][NH:12][CH2:13]3)[CH2:9]2)[N:3]=1.[F:16][C:17]1[CH:18]=[C:19]([C:23]2[C:24]([C:29](O)=[O:30])=[CH:25][CH:26]=[CH:27][CH:28]=2)[CH:20]=[CH:21][CH:22]=1. (6) Given the product [CH2:18]([N:20]([CH2:21][CH3:22])[CH2:2][CH2:3][O:4][C:5]1[C:10]2[CH:11]=[CH:12][O:13][C:9]=2[C:8]([CH2:14][C:15]([NH2:17])=[O:16])=[CH:7][CH:6]=1)[CH3:19], predict the reactants needed to synthesize it. The reactants are: Br[CH2:2][CH2:3][O:4][C:5]1[C:10]2[CH:11]=[CH:12][O:13][C:9]=2[C:8]([CH2:14][C:15]([NH2:17])=[O:16])=[CH:7][CH:6]=1.[CH2:18]([NH:20][CH2:21][CH3:22])[CH3:19]. (7) Given the product [CH3:1][N:2]1[CH2:3][CH2:4][N:5]([CH2:8][CH2:9][CH2:10][O:11][C:12]2[CH:21]=[C:20]3[C:15]([C:16](=[O:30])[NH:17][CH:18]=[N:19]3)=[CH:14][C:13]=2[O:31][CH3:32])[CH2:6][CH2:7]1, predict the reactants needed to synthesize it. The reactants are: [CH3:1][N:2]1[CH2:7][CH2:6][N:5]([CH2:8][CH2:9][CH2:10][O:11][C:12]2[CH:21]=[C:20]3[C:15]([C:16](=[O:30])[N:17](COC(=O)C(C)(C)C)[CH:18]=[N:19]3)=[CH:14][C:13]=2[O:31][CH3:32])[CH2:4][CH2:3]1.N.